From a dataset of Full USPTO retrosynthesis dataset with 1.9M reactions from patents (1976-2016). Predict the reactants needed to synthesize the given product. Given the product [Cl:21][CH2:22][C:23]([NH:1][CH2:2][C@H:3]([OH:13])[CH2:4][C:5]1[CH:10]=[C:9]([Cl:11])[CH:8]=[C:7]([Cl:12])[CH:6]=1)=[O:24], predict the reactants needed to synthesize it. The reactants are: [NH2:1][CH2:2][C@H:3]([OH:13])[CH2:4][C:5]1[CH:10]=[C:9]([Cl:11])[CH:8]=[C:7]([Cl:12])[CH:6]=1.C(N(CC)CC)C.[Cl:21][CH2:22][C:23](Cl)=[O:24].